The task is: Regression. Given a peptide amino acid sequence and an MHC pseudo amino acid sequence, predict their binding affinity value. This is MHC class I binding data.. This data is from Peptide-MHC class I binding affinity with 185,985 pairs from IEDB/IMGT. The peptide sequence is MRIGSMATL. The MHC is HLA-A02:12 with pseudo-sequence HLA-A02:12. The binding affinity (normalized) is 0.0847.